Task: Predict the reactants needed to synthesize the given product.. Dataset: Full USPTO retrosynthesis dataset with 1.9M reactions from patents (1976-2016) (1) Given the product [ClH:33].[OH:1][C@H:2]([C:27]1[CH:28]=[CH:29][CH:30]=[CH:31][CH:32]=1)[CH2:3][NH:4][C:5]1[CH:10]=[CH:9][C:8]([CH2:11][CH2:12][NH:13][CH2:14][C@H:15]([OH:26])[C:16]2[CH:21]=[CH:20][C:19]([OH:22])=[C:18]([NH:23][CH:24]=[O:25])[CH:17]=2)=[CH:7][CH:6]=1.[OH:1][C@H:2]([C:27]1[CH:28]=[CH:29][CH:30]=[CH:31][CH:32]=1)[CH2:3][NH:4][C:5]1[CH:10]=[CH:9][C:8]([CH2:11][CH2:12][NH:13][CH2:14][C@H:15]([OH:26])[C:16]2[CH:21]=[CH:20][C:19]([OH:22])=[C:18]([NH:23][CH:24]=[O:25])[CH:17]=2)=[CH:7][CH:6]=1, predict the reactants needed to synthesize it. The reactants are: [OH:1][C@H:2]([C:27]1[CH:32]=[CH:31][CH:30]=[CH:29][CH:28]=1)[CH2:3][NH:4][C:5]1[CH:10]=[CH:9][C:8]([CH2:11][CH2:12][NH:13][CH2:14][C@H:15]([OH:26])[C:16]2[CH:21]=[CH:20][C:19]([OH:22])=[C:18]([NH:23][CH:24]=[O:25])[CH:17]=2)=[CH:7][CH:6]=1.[Cl-:33].[NH4+].O. (2) Given the product [CH3:22][O:25][C:24]([C:2]12[CH2:11][CH:6]3[CH2:7][CH:8]([CH2:10][CH:4]([C:5]3=[O:12])[CH2:3]1)[CH2:9]2)=[O:26], predict the reactants needed to synthesize it. The reactants are: O[C:2]12[CH2:11][CH:6]3[CH2:7][CH:8]([CH2:10][CH:4]([C:5]3=[O:12])[CH2:3]1)[CH2:9]2.OS(O)(=O)=O.O=S(=O)=O.[CH3:22]O.[CH:24]([OH:26])=[O:25]. (3) Given the product [O:1]1[CH:5]=[CH:4][CH:3]=[C:2]1[C:6]([NH:8][C:9]1([C:15]([NH:17][CH:18]2[CH2:23][CH2:22][N:21]([C:24]3[CH:29]=[CH:28][C:27]([F:30])=[CH:26][C:25]=3[NH:31][C:42](=[O:43])[CH2:41][O:40][CH3:39])[CH2:20][CH:19]2[OH:32])=[O:16])[CH2:14][CH2:13][CH2:12][CH2:11][CH2:10]1)=[O:7], predict the reactants needed to synthesize it. The reactants are: [O:1]1[CH:5]=[CH:4][CH:3]=[C:2]1[C:6]([NH:8][C:9]1([C:15]([NH:17][CH:18]2[CH2:23][CH2:22][N:21]([C:24]3[CH:29]=[CH:28][C:27]([F:30])=[CH:26][C:25]=3[NH2:31])[CH2:20][CH:19]2[OH:32])=[O:16])[CH2:14][CH2:13][CH2:12][CH2:11][CH2:10]1)=[O:7].C(=O)([O-])[O-].[Na+].[Na+].[CH3:39][O:40][CH2:41][C:42](Cl)=[O:43].